From a dataset of Retrosynthesis with 50K atom-mapped reactions and 10 reaction types from USPTO. Predict the reactants needed to synthesize the given product. (1) Given the product Nc1ccc2c(ccc(=O)n2CCN2CCC(NCc3ccc4c(c3)OCCO4)CC2)c1, predict the reactants needed to synthesize it. The reactants are: CC(C)(C)OC(=O)N(Cc1ccc2c(c1)OCCO2)C1CCN(CCn2c(=O)ccc3cc(N)ccc32)CC1. (2) Given the product CN1CCOc2cc(F)cnc2C1=O, predict the reactants needed to synthesize it. The reactants are: CN(CCO)C(=O)c1ncc(F)cc1F. (3) Given the product CC(C)(C)OC(=O)N1CCN(c2ccc(C#C[Si](C)(C)C)cn2)CC1, predict the reactants needed to synthesize it. The reactants are: C#C[Si](C)(C)C.CC(C)(C)OC(=O)N1CCN(c2ccc(I)cn2)CC1.